Dataset: Reaction yield outcomes from USPTO patents with 853,638 reactions. Task: Predict the reaction yield, written as a fraction of the theoretical maximum amount of product (1.0 means a 100% yield; for example, 0.34 means a 34% yield). The reactants are [F:1][C:2]1[CH:7]=[CH:6][C:5]([C:8](=[N:20]O)[CH2:9][C:10]2[CH:15]=[CH:14][C:13]([C:16]([F:19])([F:18])[F:17])=[CH:12][N:11]=2)=[CH:4][CH:3]=1.CS(Cl)(=O)=O.C(N(CC)CC)C. The catalyst is COCCOC. The product is [F:1][C:2]1[CH:7]=[CH:6][C:5]([C:8]2[CH:9]=[C:10]3[CH:15]=[CH:14][C:13]([C:16]([F:19])([F:18])[F:17])=[CH:12][N:11]3[N:20]=2)=[CH:4][CH:3]=1. The yield is 0.840.